Dataset: Retrosynthesis with 50K atom-mapped reactions and 10 reaction types from USPTO. Task: Predict the reactants needed to synthesize the given product. (1) Given the product CC1(C)CCC(C)(C)c2cc(C(=O)Cc3ccc(Br)cc3)ccc21, predict the reactants needed to synthesize it. The reactants are: CC1(C)CCC(C)(C)c2ccccc21.O=C(Cl)Cc1ccc(Br)cc1. (2) Given the product Cn1c(=O)c2c(nc(Cl)n2Cc2ccccc2)n(C)c1=O, predict the reactants needed to synthesize it. The reactants are: BrCc1ccccc1.Cn1c(=O)c2[nH]c(Cl)nc2n(C)c1=O. (3) Given the product O=C(O)C=Cc1ccccc1, predict the reactants needed to synthesize it. The reactants are: CC(=O)OC(C)=O.O=Cc1ccccc1. (4) Given the product COc1cnc2c(Br)c(C(=O)O)sc2c1, predict the reactants needed to synthesize it. The reactants are: COC(=O)c1sc2cc(OC)cnc2c1Br. (5) Given the product CC(C)(C)OC(=O)N1CCN(c2cccc(NCc3ccccc3)c2N)CC1, predict the reactants needed to synthesize it. The reactants are: CC(C)(C)OC(=O)N1CCN(c2cccc(NCc3ccccc3)c2[N+](=O)[O-])CC1.